The task is: Regression. Given a peptide amino acid sequence and an MHC pseudo amino acid sequence, predict their binding affinity value. This is MHC class II binding data.. This data is from Peptide-MHC class II binding affinity with 134,281 pairs from IEDB. (1) The peptide sequence is ADEEQQQALSSQMGF. The MHC is DRB3_0101 with pseudo-sequence DRB3_0101. The binding affinity (normalized) is 0. (2) The peptide sequence is EHLSSLRNLCELLGV. The MHC is DRB5_0101 with pseudo-sequence DRB5_0101. The binding affinity (normalized) is 0.334.